This data is from Catalyst prediction with 721,799 reactions and 888 catalyst types from USPTO. The task is: Predict which catalyst facilitates the given reaction. (1) Reactant: [NH:1]1[CH:5]=[C:4]([C:6]([O:8][CH2:9][CH3:10])=[O:7])[CH:3]=[N:2]1.[H-].[Na+].Br[CH2:14][C:15]#[N:16]. Product: [C:15]([CH2:14][N:1]1[CH:5]=[C:4]([C:6]([O:8][CH2:9][CH3:10])=[O:7])[CH:3]=[N:2]1)#[N:16]. The catalyst class is: 9. (2) The catalyst class is: 2. Product: [Cl:1][C:2]1[CH:7]=[C:6]([Cl:8])[CH:5]=[CH:4][C:3]=1[C:9]1[S:13][C:12]([C:14]([N:34]2[CH2:33][CH2:32][C:31]([C:25]3[CH:26]=[CH:27][CH:28]=[CH:29][CH:30]=3)([C:37]([NH2:39])=[O:38])[CH2:36][CH2:35]2)=[O:16])=[CH:11][C:10]=1[C:17]1[CH:22]=[CH:21][C:20]([O:23][CH3:24])=[CH:19][CH:18]=1. Reactant: [Cl:1][C:2]1[CH:7]=[C:6]([Cl:8])[CH:5]=[CH:4][C:3]=1[C:9]1[S:13][C:12]([C:14]([OH:16])=O)=[CH:11][C:10]=1[C:17]1[CH:22]=[CH:21][C:20]([O:23][CH3:24])=[CH:19][CH:18]=1.[C:25]1([C:31]2([C:37]([NH2:39])=[O:38])[CH2:36][CH2:35][NH:34][CH2:33][CH2:32]2)[CH:30]=[CH:29][CH:28]=[CH:27][CH:26]=1.CCN(CC)CC.CN(C(ON1N=NC2C=CC=CC1=2)=[N+](C)C)C.[B-](F)(F)(F)F. (3) Reactant: C(OC([N:8]1[CH2:13][CH2:12][N:11]([C:14]2[N:15]=[N:16][C:17]([C:33]([F:36])([F:35])[F:34])=[C:18]([C:20]3[CH:25]=[CH:24][C:23]([C:26]4[CH:31]=[CH:30][C:29]([F:32])=[CH:28][CH:27]=4)=[CH:22][CH:21]=3)[CH:19]=2)[CH2:10][CH2:9]1)=O)(C)(C)C.FC(F)(F)C(O)=O. Product: [F:32][C:29]1[CH:30]=[CH:31][C:26]([C:23]2[CH:22]=[CH:21][C:20]([C:18]3[CH:19]=[C:14]([N:11]4[CH2:12][CH2:13][NH:8][CH2:9][CH2:10]4)[N:15]=[N:16][C:17]=3[C:33]([F:36])([F:34])[F:35])=[CH:25][CH:24]=2)=[CH:27][CH:28]=1. The catalyst class is: 4. (4) Reactant: C(OC(=O)[NH:7][C:8]1[S:9][C:10]([C:34]2[CH:39]=[CH:38][CH:37]=[CH:36][CH:35]=2)=[CH:11][C:12]=1[C:13]([N:15]1[CH2:20][CH2:19][CH:18]([N:21]2[CH2:33][C:25]3([C:29](=[O:30])[O:28][C:27]([CH3:32])([CH3:31])[CH2:26]3)[O:24][CH2:23][CH2:22]2)[CH2:17][CH2:16]1)=[O:14])(C)(C)C.C(=O)([O-])O.[Na+]. Product: [NH2:7][C:8]1[S:9][C:10]([C:34]2[CH:35]=[CH:36][CH:37]=[CH:38][CH:39]=2)=[CH:11][C:12]=1[C:13]([N:15]1[CH2:16][CH2:17][CH:18]([N:21]2[CH2:33][C:25]3([C:29](=[O:30])[O:28][C:27]([CH3:31])([CH3:32])[CH2:26]3)[O:24][CH2:23][CH2:22]2)[CH2:19][CH2:20]1)=[O:14]. The catalyst class is: 55.